This data is from Forward reaction prediction with 1.9M reactions from USPTO patents (1976-2016). The task is: Predict the product of the given reaction. (1) Given the reactants [Br:1][C:2]1[C:6]2[C:7]3[N:8]([CH3:28])[C:9](=[O:27])[N:10]([C:15]4[C:20]([F:21])=[C:19]([O:22][CH3:23])[CH:18]=[C:17]([O:24][CH3:25])[C:16]=4[F:26])[CH2:11][C:12]=3[CH:13]=[N:14][C:5]=2[NH:4][CH:3]=1.[C:29](=O)([O:35]C(C)(C)C)[O:30][C:31]([CH3:34])([CH3:33])[CH3:32], predict the reaction product. The product is: [Br:1][C:2]1[C:6]2[C:7]3[N:8]([CH3:28])[C:9](=[O:27])[N:10]([C:15]4[C:16]([F:26])=[C:17]([O:24][CH3:25])[CH:18]=[C:19]([O:22][CH3:23])[C:20]=4[F:21])[CH2:11][C:12]=3[CH:13]=[N:14][C:5]=2[N:4]([C:29]([O:30][C:31]([CH3:34])([CH3:33])[CH3:32])=[O:35])[CH:3]=1. (2) Given the reactants Br[C:2]1[CH:22]=[C:21]([CH3:23])[C:5]([O:6][C@H:7]2[CH2:12][CH2:11][N:10]([C:13]([O:15][C:16]([CH3:19])([CH3:18])[CH3:17])=[O:14])[CH2:9][C@H:8]2[F:20])=[C:4]([C:24]#[N:25])[CH:3]=1.C([O-])(=O)C.[K+].[B:31]1([B:31]2[O:35][C:34]([CH3:37])([CH3:36])[C:33]([CH3:39])([CH3:38])[O:32]2)[O:35][C:34]([CH3:37])([CH3:36])[C:33]([CH3:39])([CH3:38])[O:32]1, predict the reaction product. The product is: [C:24]([C:4]1[CH:3]=[C:2]([B:31]2[O:35][C:34]([CH3:37])([CH3:36])[C:33]([CH3:39])([CH3:38])[O:32]2)[CH:22]=[C:21]([CH3:23])[C:5]=1[O:6][C@H:7]1[CH2:12][CH2:11][N:10]([C:13]([O:15][C:16]([CH3:19])([CH3:17])[CH3:18])=[O:14])[CH2:9][C@H:8]1[F:20])#[N:25]. (3) Given the reactants [Br:1][C:2]1[CH:7]=[C:6]([C:8]([F:11])([F:10])[F:9])[CH:5]=[CH:4][C:3]=1[C:12]1[CH:21]=[CH:20][CH:19]=[C:18]2[C:13]=1[CH2:14][CH2:15][N:16]([S:22](Cl)(=[O:24])=[O:23])[CH2:17]2.[N:26]1[CH:31]=[CH:30][C:29]([NH2:32])=[N:28][CH:27]=1.N1C=CC=CC=1, predict the reaction product. The product is: [Br:1][C:2]1[CH:7]=[C:6]([C:8]([F:11])([F:10])[F:9])[CH:5]=[CH:4][C:3]=1[C:12]1[CH:21]=[CH:20][CH:19]=[C:18]2[C:13]=1[CH2:14][CH2:15][N:16]([S:22]([NH:32][C:29]1[CH:30]=[CH:31][N:26]=[CH:27][N:28]=1)(=[O:24])=[O:23])[CH2:17]2.